Task: Predict the product of the given reaction.. Dataset: Forward reaction prediction with 1.9M reactions from USPTO patents (1976-2016) (1) Given the reactants [C:1]([O:5][CH:6]([C:10]1[C:11]([CH:29]([CH3:31])[CH3:30])=[N:12][C:13]2[C:14]([CH3:28])([CH3:27])[CH2:15][NH:16][CH2:17][C:18]=2[C:19]=1[C:20]1[CH:25]=[CH:24][C:23]([F:26])=[CH:22][CH:21]=1)[C:7]([OH:9])=[O:8])([CH3:4])([CH3:3])[CH3:2].CCN(CC)CC.[C:39]1([CH2:45][C:46](Cl)=[O:47])[CH:44]=[CH:43][CH:42]=[CH:41][CH:40]=1, predict the reaction product. The product is: [C:1]([O:5][CH:6]([C:10]1[C:11]([CH:29]([CH3:31])[CH3:30])=[N:12][C:13]2[C:14]([CH3:28])([CH3:27])[CH2:15][N:16]([C:46](=[O:47])[CH2:45][C:39]3[CH:44]=[CH:43][CH:42]=[CH:41][CH:40]=3)[CH2:17][C:18]=2[C:19]=1[C:20]1[CH:21]=[CH:22][C:23]([F:26])=[CH:24][CH:25]=1)[C:7]([OH:9])=[O:8])([CH3:4])([CH3:3])[CH3:2]. (2) The product is: [CH2:16]([O:19][NH:20][C@H:33]1[CH2:38][NH:37][C@H:36]([C:39]([NH2:41])=[O:40])[C:35]([CH:42]([CH3:44])[CH3:43])=[CH:34]1)[CH:17]=[CH2:18]. Given the reactants C(ON[C@H]1CN[C@H](C(N)=O)C(C)=C1)C=C.[CH2:16]([O:19][N:20]([C@H:33]1[CH2:38][NH:37][C@H:36]([C:39]([NH2:41])=[O:40])[C:35]([CH:42]([CH3:44])[CH3:43])=[CH:34]1)S(C1C=CC=CC=1[N+]([O-])=O)(=O)=O)[CH:17]=[CH2:18], predict the reaction product. (3) The product is: [NH2:2][C:1](=[N:21][OH:22])[C:3]1[CH:4]=[C:5]([CH:18]=[CH:19][CH:20]=1)[CH2:6][N:7]([CH3:17])[CH2:8][CH2:9][C:10]([O:12][C:13]([CH3:16])([CH3:14])[CH3:15])=[O:11]. Given the reactants [C:1]([C:3]1[CH:4]=[C:5]([CH:18]=[CH:19][CH:20]=1)[CH2:6][N:7]([CH3:17])[CH2:8][CH2:9][C:10]([O:12][C:13]([CH3:16])([CH3:15])[CH3:14])=[O:11])#[N:2].[NH2:21][OH:22], predict the reaction product. (4) Given the reactants [NH2:1][C:2]1[N:19]=[CH:18][CH:17]=[CH:16][C:3]=1[C:4]([NH:6][CH2:7][C:8]1[CH:13]=[CH:12][C:11]([F:14])=[C:10]([F:15])[CH:9]=1)=[O:5].[Br:20][C:21]1[S:25][C:24]([CH:26]=O)=[CH:23][CH:22]=1.C(O[BH-](OC(=O)C)OC(=O)C)(=O)C.[Na+], predict the reaction product. The product is: [Br:20][C:21]1[S:25][C:24]([CH2:26][NH:1][C:2]2[N:19]=[CH:18][CH:17]=[CH:16][C:3]=2[C:4]([NH:6][CH2:7][C:8]2[CH:13]=[CH:12][C:11]([F:14])=[C:10]([F:15])[CH:9]=2)=[O:5])=[CH:23][CH:22]=1. (5) Given the reactants [O:1]1[CH2:6][CH2:5][N:4]([CH2:7][CH2:8][O:9][C:10]2[CH:15]=[CH:14][C:13]([C:16]3[CH:17]=[CH:18][C:19]([CH2:22][C:23]([NH:25][CH2:26][C:27]4[CH:32]=[CH:31][CH:30]=[CH:29][CH:28]=4)=[O:24])=[N:20][CH:21]=3)=[CH:12][CH:11]=2)[CH2:3][CH2:2]1.[CH3:33][S:34]([OH:37])(=[O:36])=[O:35], predict the reaction product. The product is: [S:34]([OH:37])(=[O:36])(=[O:35])[CH3:33].[O:1]1[CH2:2][CH2:3][N:4]([CH2:7][CH2:8][O:9][C:10]2[CH:11]=[CH:12][C:13]([C:16]3[CH:17]=[CH:18][C:19]([CH2:22][C:23]([NH:25][CH2:26][C:27]4[CH:32]=[CH:31][CH:30]=[CH:29][CH:28]=4)=[O:24])=[N:20][CH:21]=3)=[CH:14][CH:15]=2)[CH2:5][CH2:6]1. (6) The product is: [F:19][C:16]1[CH:17]=[CH:18][C:13]([CH:7]2[C:6]([C:4]([OH:5])=[O:3])=[CH:11][NH:10][C:9](=[O:12])[NH:8]2)=[CH:14][CH:15]=1. Given the reactants C([O:3][C:4]([C:6]1[CH:7]([C:13]2[CH:18]=[CH:17][C:16]([F:19])=[CH:15][CH:14]=2)[NH:8][C:9](=[O:12])[NH:10][CH:11]=1)=[O:5])C.[OH-].[Na+].Cl, predict the reaction product. (7) Given the reactants N1[CH2:11][CH2:10][CH:4]([C:5](OCC)=O)[CH2:3]C1.[OH-:12].[Na+].BrC[C:16]1[CH:21]=[CH:20][CH:19]=[CH:18][CH:17]=1.C(N1CCC(C(OCC)=O)CC1)C1C=CC=CC=1.[CH3:40][Li].[CH3:42][N:43]([CH3:46])[CH:44]=O, predict the reaction product. The product is: [CH2:42]([N:43]1[CH2:46][CH2:11][CH:10]([C:4]([OH:12])([CH3:3])[CH3:5])[CH2:40][CH2:44]1)[C:16]1[CH:21]=[CH:20][CH:19]=[CH:18][CH:17]=1. (8) Given the reactants O.O.P([O-])([O-])(O)=O.[Na+].[Na+].O.O.P([O-])(O)(O)=O.[Na+].[C:18]([NH:21][CH:22]([CH2:28][C:29]1[CH:34]=[CH:33][C:32]([CH2:35][CH3:36])=[C:31]([CH2:37][CH3:38])[CH:30]=1)[C:23]([O:25][CH2:26][CH3:27])=[O:24])(=[O:20])[CH3:19].[OH-].[Na+], predict the reaction product. The product is: [C:18]([NH:21][C@H:22]([CH2:28][C:29]1[CH:34]=[CH:33][C:32]([CH2:35][CH3:36])=[C:31]([CH2:37][CH3:38])[CH:30]=1)[C:23]([O:25][CH2:26][CH3:27])=[O:24])(=[O:20])[CH3:19]. (9) Given the reactants [CH2:1]([N:3]([CH3:16])[C:4]1[O:5][C:6]2[C:7](=[C:9]([C:13]([O-:15])=O)[CH:10]=[CH:11][CH:12]=2)[N:8]=1)[CH3:2].[Li+].Cl.Cl.[NH2:20][C@H:21]1[CH:26]2[CH2:27][CH2:28][N:23]([CH2:24][CH2:25]2)[CH2:22]1, predict the reaction product. The product is: [N:23]12[CH2:22][C@@H:21]([NH:20][C:13]([C:9]3[CH:10]=[CH:11][CH:12]=[C:6]4[O:5][C:4]([N:3]([CH2:1][CH3:2])[CH3:16])=[N:8][C:7]=34)=[O:15])[CH:26]([CH2:27][CH2:28]1)[CH2:25][CH2:24]2.